This data is from Catalyst prediction with 721,799 reactions and 888 catalyst types from USPTO. The task is: Predict which catalyst facilitates the given reaction. Reactant: [CH2:1]([O:8][C:9]1[CH:14]=[CH:13][C:12]([N:15]([CH3:53])[C:16]([C:18]2[CH:19]=[C:20]([C:27]3[CH:28]=[C:29]4[C:34](=[CH:35][C:36]=3[C:37]([N:39]3[C@H:48]([CH3:49])[CH2:47][C:46]5[C:41](=[CH:42][CH:43]=[CH:44][CH:45]=5)[CH2:40]3)=[O:38])[CH2:33][N:32]([C:50](Cl)=[O:51])[CH2:31][CH2:30]4)[N:21]3[C:26]=2[CH2:25][CH2:24][CH2:23][CH2:22]3)=[O:17])=[CH:11][CH:10]=1)[C:2]1[CH:7]=[CH:6][CH:5]=[CH:4][CH:3]=1.C(N(CC)C(C)C)(C)C.[CH3:63][NH:64][C:65]1[CH:70]=[CH:69][CH:68]=[CH:67][CH:66]=1. Product: [CH2:1]([O:8][C:9]1[CH:14]=[CH:13][C:12]([N:15]([CH3:53])[C:16]([C:18]2[CH:19]=[C:20]([C:27]3[CH:28]=[C:29]4[C:34](=[CH:35][C:36]=3[C:37]([N:39]3[C@H:48]([CH3:49])[CH2:47][C:46]5[C:41](=[CH:42][CH:43]=[CH:44][CH:45]=5)[CH2:40]3)=[O:38])[CH2:33][N:32]([C:50]([N:64]([CH3:63])[C:65]3[CH:70]=[CH:69][CH:68]=[CH:67][CH:66]=3)=[O:51])[CH2:31][CH2:30]4)[N:21]3[C:26]=2[CH2:25][CH2:24][CH2:23][CH2:22]3)=[O:17])=[CH:11][CH:10]=1)[C:2]1[CH:7]=[CH:6][CH:5]=[CH:4][CH:3]=1. The catalyst class is: 115.